From a dataset of Forward reaction prediction with 1.9M reactions from USPTO patents (1976-2016). Predict the product of the given reaction. (1) Given the reactants [Na+].[S:2]([O-:16])(=[O:15])([C:4]1[C:14]2[C:9](=[CH:10][CH:11]=[CH:12][CH:13]=2)[C:7]([NH2:8])=[CH:6][CH:5]=1)=[O:3], predict the reaction product. The product is: [S:2]([OH:16])(=[O:15])([C:4]1[C:14]2[C:9](=[CH:10][CH:11]=[CH:12][CH:13]=2)[C:7]([NH2:8])=[CH:6][CH:5]=1)=[O:3]. (2) Given the reactants [F:1][C:2]([F:17])([C:6]1[CH:11]=[CH:10][C:9]([F:12])=[CH:8][C:7]=1[C:13]([F:16])([F:15])[F:14])[C:3]([OH:5])=O.P(Cl)(Cl)(Cl)=O.Cl.[NH2:24][CH2:25][C:26]1[CH:27]=[C:28]2[C:32](=[CH:33][CH:34]=1)[C:31](=[O:35])[N:30]([CH:36]1[CH2:41][CH2:40][C:39](=[O:42])[NH:38][C:37]1=[O:43])[CH2:29]2.C(=O)(O)[O-].[Na+], predict the reaction product. The product is: [O:43]=[C:37]1[CH:36]([N:30]2[CH2:29][C:28]3[C:32](=[CH:33][CH:34]=[C:26]([CH2:25][NH:24][C:3](=[O:5])[C:2]([F:1])([F:17])[C:6]4[CH:11]=[CH:10][C:9]([F:12])=[CH:8][C:7]=4[C:13]([F:16])([F:15])[F:14])[CH:27]=3)[C:31]2=[O:35])[CH2:41][CH2:40][C:39](=[O:42])[NH:38]1. (3) Given the reactants [OH:1][C:2]([C:21]1[S:22][CH:23]=[CH:24][CH:25]=1)([C:16]1[S:17][CH:18]=[CH:19][CH:20]=1)[C:3]([O:5][CH:6]1[CH2:13][CH:12]2[N:14]([CH3:15])[CH:8]([CH:9]3[CH:11]2[O:10]3)[CH2:7]1)=[O:4].[C:26]12([CH2:36][S:37]([O:40]C)(=[O:39])=[O:38])[C:33]([CH3:35])([CH3:34])[CH:30]([CH2:31][CH2:32]1)[CH2:29][C:27]2=[O:28], predict the reaction product. The product is: [CH3:15][N+:14]1([CH3:26])[C@@H:12]2[C@@H:11]3[O:10][C@@H:9]3[C@H:8]1[CH2:7][C@@H:6]([O:5][C:3]([C:2]([OH:1])([C:16]1[S:17][CH:18]=[CH:19][CH:20]=1)[C:21]1[S:22][CH:23]=[CH:24][CH:25]=1)=[O:4])[CH2:13]2.[C:26]12([CH2:36][S:37]([OH:40])(=[O:38])=[O:39])[C:33]([CH3:35])([CH3:34])[CH:30]([CH2:31][CH2:32]1)[CH2:29][C:27]2=[O:28]. (4) Given the reactants [CH2:1]([O:8][C:9]1[CH:10]=[C:11]([CH:15]=[CH:16][CH:17]=1)[C:12]([OH:14])=O)[C:2]1[CH:7]=[CH:6][CH:5]=[CH:4][CH:3]=1.CN(C(ON1N=NC2C=CC=NC1=2)=[N+](C)C)C.F[P-](F)(F)(F)(F)F.CCN(C(C)C)C(C)C.[F:51][C:52]1[CH:58]=[CH:57][C:56]([CH3:59])=[CH:55][C:53]=1[NH2:54], predict the reaction product. The product is: [CH2:1]([O:8][C:9]1[CH:10]=[C:11]([CH:15]=[CH:16][CH:17]=1)[C:12]([NH:54][C:53]1[CH:55]=[C:56]([CH3:59])[CH:57]=[CH:58][C:52]=1[F:51])=[O:14])[C:2]1[CH:3]=[CH:4][CH:5]=[CH:6][CH:7]=1. (5) Given the reactants [Br:1][C:2]1[CH:21]=[CH:20][C:5]([CH2:6][CH:7]2[C:16](=[CH:17][O:18]C)[CH2:15][CH2:14][C:9]3(OCC[O:10]3)[CH2:8]2)=[CH:4][CH:3]=1, predict the reaction product. The product is: [Br:1][C:2]1[CH:3]=[CH:4][C:5]([CH2:6][CH:7]2[CH2:8][C:9](=[O:10])[CH2:14][CH2:15][CH:16]2[CH:17]=[O:18])=[CH:20][CH:21]=1. (6) Given the reactants [F:1][C:2]([F:7])([F:6])[C:3]([OH:5])=[O:4].[Cl:8][CH2:9][CH2:10][CH2:11]/[C:12](=[CH:20]\[C:21]1[CH:26]=[CH:25][C:24]([N:27]2[CH:31]=[N:30][C:29]([CH3:32])=[N:28]2)=[C:23]([O:33][CH3:34])[CH:22]=1)/[C:13]([O:15]C(C)(C)C)=[O:14], predict the reaction product. The product is: [F:1][C:2]([F:7])([F:6])[C:3]([OH:5])=[O:4].[Cl:8][CH2:9][CH2:10][CH2:11]/[C:12](=[CH:20]\[C:21]1[CH:26]=[CH:25][C:24]([N:27]2[CH:31]=[N:30][C:29]([CH3:32])=[N:28]2)=[C:23]([O:33][CH3:34])[CH:22]=1)/[C:13]([OH:15])=[O:14]. (7) Given the reactants [O:1]1[C:10]2[C:5](=[CH:6][CH:7]=[CH:8][CH:9]=2)[CH2:4][CH2:3][CH:2]1[C:11](Cl)=[O:12].O1C2C(=CC=CC=2)CCC1C(O)=O.[CH3:27][O:28][CH2:29][C:30]1[CH:35]=[CH:34][CH:33]=[CH:32][C:31]=1[N:36]1[CH2:41][CH2:40][NH:39][CH2:38][CH2:37]1.C(N(CC)CC)C, predict the reaction product. The product is: [O:1]1[C:10]2[C:5](=[CH:6][CH:7]=[CH:8][CH:9]=2)[CH2:4][CH2:3][CH:2]1[C:11]([N:39]1[CH2:38][CH2:37][N:36]([C:31]2[CH:32]=[CH:33][CH:34]=[CH:35][C:30]=2[CH2:29][O:28][CH3:27])[CH2:41][CH2:40]1)=[O:12].